From a dataset of Reaction yield outcomes from USPTO patents with 853,638 reactions. Predict the reaction yield, written as a fraction of the theoretical maximum amount of product (1.0 means a 100% yield; for example, 0.34 means a 34% yield). (1) The reactants are [Cl:1][C:2]1[CH:7]=[CH:6][C:5]([SH:8])=[CH:4][CH:3]=1.[OH-].[Na+].[F:11][C:12]1[CH:19]=[CH:18][C:17]([F:20])=[CH:16][C:13]=1[CH2:14]Br. The yield is 0.996. The catalyst is O. The product is [Cl:1][C:2]1[CH:7]=[CH:6][C:5]([S:8][CH2:14][C:13]2[CH:16]=[C:17]([F:20])[CH:18]=[CH:19][C:12]=2[F:11])=[CH:4][CH:3]=1. (2) The reactants are S(O[CH2:12][CH2:13][O:14][CH2:15][CH2:16][O:17][CH2:18][CH2:19][O:20][CH2:21][CH2:22][C:23]([O:25][CH3:26])=[O:24])(C1C=CC(C)=CC=1)(=O)=O.[OH:27][C:28]1[CH:29]=[C:30]([CH2:36][OH:37])[CH:31]=[C:32]([CH2:34][OH:35])[CH:33]=1.C(=O)([O-])[O-].[K+].[K+]. The catalyst is CN(C=O)C. The product is [OH:35][CH2:34][C:32]1[CH:33]=[C:28]([CH:29]=[C:30]([CH2:36][OH:37])[CH:31]=1)[O:27][CH2:12][CH2:13][O:14][CH2:15][CH2:16][O:17][CH2:18][CH2:19][O:20][CH2:21][CH2:22][C:23]([O:25][CH3:26])=[O:24]. The yield is 0.260. (3) The reactants are C(OC([N:8]1[CH2:13][CH2:12][CH:11]([O:14][C:15]2[CH:20]=[CH:19][C:18]([O:21][CH2:22][CH2:23][CH2:24][N:25]3[CH2:29][CH2:28][CH2:27][C@H:26]3[CH3:30])=[CH:17][CH:16]=2)[CH2:10][CH2:9]1)=O)(C)(C)C.[ClH:31]. The catalyst is C(OCC)(=O)C. The yield is 0.820. The product is [ClH:31].[ClH:31].[CH3:30][C@@H:26]1[CH2:27][CH2:28][CH2:29][N:25]1[CH2:24][CH2:23][CH2:22][O:21][C:18]1[CH:19]=[CH:20][C:15]([O:14][CH:11]2[CH2:10][CH2:9][NH:8][CH2:13][CH2:12]2)=[CH:16][CH:17]=1. (4) The reactants are C([O:3][C:4]([C:6]1[CH:7]=[N:8][N:9]2[C:14]([CH3:16])([CH3:15])[CH2:13][CH:12]([C:17]3[CH:22]=[CH:21][CH:20]=[CH:19][CH:18]=3)[NH:11][C:10]=12)=[O:5])C.[CH2:23](Br)[C:24]1[CH:29]=[CH:28][CH:27]=[CH:26][CH:25]=1.[H-].[Na+].[OH-].[K+]. The catalyst is C(O)C.CCOC(C)=O.CN(C=O)C. The product is [CH2:23]([N:11]1[CH:12]([C:17]2[CH:22]=[CH:21][CH:20]=[CH:19][CH:18]=2)[CH2:13][C:14]([CH3:16])([CH3:15])[N:9]2[N:8]=[CH:7][C:6]([C:4]([OH:3])=[O:5])=[C:10]12)[C:24]1[CH:29]=[CH:28][CH:27]=[CH:26][CH:25]=1. The yield is 0.900. (5) The reactants are [O:1]=[C:2]1[N:10]([CH2:11][CH2:12][CH3:13])[C:9]2[N:8]=[C:7]([C:14]34[CH2:21][CH2:20][C:17]([C:22]([OH:24])=O)([CH2:18][CH2:19]3)[CH2:16][CH2:15]4)[NH:6][C:5]=2[C:4](=[O:25])[N:3]1[CH2:26][CH2:27][CH3:28].C[N:30](C(ON1N=NC2C=CC=NC1=2)=[N+](C)C)C.F[P-](F)(F)(F)(F)F.C(N(CC)C(C)C)(C)C.N. The catalyst is CN(C=O)C.O1CCOCC1. The product is [O:1]=[C:2]1[N:10]([CH2:11][CH2:12][CH3:13])[C:9]2[N:8]=[C:7]([C:14]34[CH2:15][CH2:16][C:17]([C:22]([NH2:30])=[O:24])([CH2:20][CH2:21]3)[CH2:18][CH2:19]4)[NH:6][C:5]=2[C:4](=[O:25])[N:3]1[CH2:26][CH2:27][CH3:28]. The yield is 0.400.